This data is from Forward reaction prediction with 1.9M reactions from USPTO patents (1976-2016). The task is: Predict the product of the given reaction. (1) The product is: [NH2:25][CH2:24]/[CH:23]=[CH:22]/[C:20]1[CH2:21][C@H:15]2[C:14](=[O:43])[N:13]([CH2:44][O:45][CH2:46][CH2:47][Si:48]([CH3:51])([CH3:50])[CH3:49])[C:12]3[CH:52]=[C:53]([O:54][CH2:55][CH2:56][CH2:57][O:58][C:59]4[C:60]([O:86][CH3:87])=[CH:61][C:62]5[C:68](=[O:69])[N:67]6[CH:70]=[C:71](/[CH:73]=[CH:74]/[CH3:75])[CH2:72][C@H:66]6[C:65](=[O:76])[N:64]([CH2:77][O:78][CH2:79][CH2:80][Si:81]([CH3:84])([CH3:83])[CH3:82])[C:63]=5[CH:85]=4)[C:9]([O:8][CH3:7])=[CH:10][C:11]=3[C:17](=[O:18])[N:16]2[CH:19]=1. Given the reactants N1CCCCC1.[CH3:7][O:8][C:9]1[C:53]([O:54][CH2:55][CH2:56][CH2:57][O:58][C:59]2[C:60]([O:86][CH3:87])=[CH:61][C:62]3[C:68](=[O:69])[N:67]4[CH:70]=[C:71](/[CH:73]=[CH:74]/[CH3:75])[CH2:72][C@H:66]4[C:65](=[O:76])[N:64]([CH2:77][O:78][CH2:79][CH2:80][Si:81]([CH3:84])([CH3:83])[CH3:82])[C:63]=3[CH:85]=2)=[CH:52][C:12]2[N:13]([CH2:44][O:45][CH2:46][CH2:47][Si:48]([CH3:51])([CH3:50])[CH3:49])[C:14](=[O:43])[C@@H:15]3[CH2:21][C:20](/[CH:22]=[CH:23]/[CH2:24][NH:25]C(=O)OCC4C5C=CC=CC=5C5C4=CC=CC=5)=[CH:19][N:16]3[C:17](=[O:18])[C:11]=2[CH:10]=1, predict the reaction product. (2) Given the reactants [Br:1][C:2]1[CH:7]=[CH:6][CH:5]=[CH:4][C:3]=1[S:8][C:9]1[CH:14]=[CH:13][C:12]([N+:15]([O-:17])=[O:16])=[CH:11][C:10]=1[S:18](O)=O.[OH-].[Na+], predict the reaction product. The product is: [Br:1][C:2]1[C:3]2[S:8][C:9]3[C:10](=[CH:11][C:12]([N+:15]([O-:17])=[O:16])=[CH:13][CH:14]=3)[S:18][C:4]=2[CH:5]=[CH:6][CH:7]=1.